Dataset: Forward reaction prediction with 1.9M reactions from USPTO patents (1976-2016). Task: Predict the product of the given reaction. (1) Given the reactants [CH2:1]([O:3][C:4]([C:6]1[CH:7]=[N:8][C:9]2[C:14]([C:15]=1Cl)=[CH:13][C:12]([O:17][CH3:18])=[C:11]([O:19][CH2:20][CH2:21][CH2:22]C1CCCNC1)[CH:10]=2)=[O:5])[CH3:2].Cl.[CH3:30][CH:31]([O:33][C:34]1[CH:39]=[CH:38][C:37]([NH:40][C:41]([N:43]2[CH2:48][CH2:47][NH:46][CH2:45][CH2:44]2)=[O:42])=[CH:36][CH:35]=1)[CH3:32], predict the reaction product. The product is: [CH2:1]([O:3][C:4]([C:6]1[CH:7]=[N:8][C:9]2[C:14]([C:15]=1[N:46]1[CH2:45][CH2:44][N:43]([C:41](=[O:42])[NH:40][C:37]3[CH:38]=[CH:39][C:34]([O:33][CH:31]([CH3:30])[CH3:32])=[CH:35][CH:36]=3)[CH2:48][CH2:47]1)=[CH:13][C:12]([O:17][CH3:18])=[C:11]([O:19][CH2:20][CH2:21][CH2:22][N:8]1[CH2:9][CH2:14][CH2:15][CH2:6][CH2:7]1)[CH:10]=2)=[O:5])[CH3:2]. (2) Given the reactants [CH3:1][O:2][C:3](=[O:31])[C@H:4]([CH2:23][C:24]1[CH:29]=[CH:28][C:27](Br)=[CH:26][CH:25]=1)[NH:5][C:6]([C@H:8]1[CH2:13][CH2:12][C@H:11]([CH2:14][NH:15][C:16]([O:18][C:19]([CH3:22])([CH3:21])[CH3:20])=[O:17])[CH2:10][CH2:9]1)=[O:7].[Si:32]([O:39][C@H:40]1[CH2:45][CH2:44][C@H:43]([NH:46][C:47](=[O:64])[C:48]2[CH:53]=[CH:52][C:51](B3OC(C)(C)C(C)(C)O3)=[C:50]([CH3:63])[CH:49]=2)[CH2:42][CH2:41]1)([C:35]([CH3:38])([CH3:37])[CH3:36])([CH3:34])[CH3:33].C(=O)([O-])[O-].[Na+].[Na+].Cl, predict the reaction product. The product is: [C:19]([O:18][C:16]([NH:15][CH2:14][C@H:11]1[CH2:12][CH2:13][C@H:8]([C:6]([NH:5][C@@H:4]([CH2:23][C:24]2[CH:29]=[CH:28][C:27]([C:51]3[CH:52]=[CH:53][C:48]([C:47](=[O:64])[NH:46][C@H:43]4[CH2:42][CH2:41][C@H:40]([O:39][Si:32]([C:35]([CH3:36])([CH3:37])[CH3:38])([CH3:33])[CH3:34])[CH2:45][CH2:44]4)=[CH:49][C:50]=3[CH3:63])=[CH:26][CH:25]=2)[C:3]([O:2][CH3:1])=[O:31])=[O:7])[CH2:9][CH2:10]1)=[O:17])([CH3:22])([CH3:21])[CH3:20].